The task is: Predict the product of the given reaction.. This data is from Forward reaction prediction with 1.9M reactions from USPTO patents (1976-2016). Given the reactants [CH2:1]([NH:8][C:9]([C:11]1[S:15][C:14]([C:16]2[CH:21]=[N:20][CH:19]=[C:18](I)[N:17]=2)=[N:13][C:12]=1[CH3:23])=[O:10])[C:2]1[CH:7]=[CH:6][CH:5]=[CH:4][CH:3]=1.C([O-])([O-])=O.[Na+].[Na+].[F:30][C:31]1[CH:36]=[CH:35][C:34](/[CH:37]=[CH:38]/B(O)O)=[CH:33][CH:32]=1.O, predict the reaction product. The product is: [CH2:1]([NH:8][C:9]([C:11]1[S:15][C:14]([C:16]2[CH:21]=[N:20][CH:19]=[C:18](/[CH:38]=[CH:37]/[C:34]3[CH:35]=[CH:36][C:31]([F:30])=[CH:32][CH:33]=3)[N:17]=2)=[N:13][C:12]=1[CH3:23])=[O:10])[C:2]1[CH:7]=[CH:6][CH:5]=[CH:4][CH:3]=1.